The task is: Regression. Given a peptide amino acid sequence and an MHC pseudo amino acid sequence, predict their binding affinity value. This is MHC class II binding data.. This data is from Peptide-MHC class II binding affinity with 134,281 pairs from IEDB. (1) The peptide sequence is QEVFKAIQSLKTTEV. The MHC is HLA-DPA10201-DPB11401 with pseudo-sequence HLA-DPA10201-DPB11401. The binding affinity (normalized) is 0.308. (2) The peptide sequence is VSEALRIIAGTLEVH. The MHC is DRB4_0101 with pseudo-sequence DRB4_0103. The binding affinity (normalized) is 0.485. (3) The peptide sequence is YEAFVLHFSEALRII. The MHC is HLA-DQA10104-DQB10503 with pseudo-sequence HLA-DQA10104-DQB10503. The binding affinity (normalized) is 0.641. (4) The peptide sequence is KIERWFVRNPFFAVT. The MHC is DRB1_0301 with pseudo-sequence DRB1_0301. The binding affinity (normalized) is 0.476. (5) The peptide sequence is RAMFVEDIAMGYVVS. The MHC is DRB1_1501 with pseudo-sequence DRB1_1501. The binding affinity (normalized) is 0.772. (6) The peptide sequence is NRNNTFKPFAEYKSD. The MHC is HLA-DQA10102-DQB10602 with pseudo-sequence HLA-DQA10102-DQB10602. The binding affinity (normalized) is 0.0294. (7) The peptide sequence is TAKAPGLVPKLDAAY. The MHC is DRB1_0101 with pseudo-sequence DRB1_0101. The binding affinity (normalized) is 0.511. (8) The MHC is DRB1_0101 with pseudo-sequence DRB1_0101. The peptide sequence is KRSVESLLLNDTTWI. The binding affinity (normalized) is 0.485.